Dataset: NCI-60 drug combinations with 297,098 pairs across 59 cell lines. Task: Regression. Given two drug SMILES strings and cell line genomic features, predict the synergy score measuring deviation from expected non-interaction effect. (1) Drug 1: CCCS(=O)(=O)NC1=C(C(=C(C=C1)F)C(=O)C2=CNC3=C2C=C(C=N3)C4=CC=C(C=C4)Cl)F. Drug 2: C(CN)CNCCSP(=O)(O)O. Cell line: NCI-H322M. Synergy scores: CSS=-13.0, Synergy_ZIP=5.67, Synergy_Bliss=-0.667, Synergy_Loewe=-10.6, Synergy_HSA=-9.92. (2) Drug 1: C1CCC(C1)C(CC#N)N2C=C(C=N2)C3=C4C=CNC4=NC=N3. Drug 2: C1CNP(=O)(OC1)N(CCCl)CCCl. Cell line: NCI/ADR-RES. Synergy scores: CSS=-0.526, Synergy_ZIP=2.28, Synergy_Bliss=1.82, Synergy_Loewe=-2.65, Synergy_HSA=-1.97. (3) Drug 1: C1=NC2=C(N=C(N=C2N1C3C(C(C(O3)CO)O)O)F)N. Drug 2: C1CN1C2=NC(=NC(=N2)N3CC3)N4CC4. Cell line: ACHN. Synergy scores: CSS=57.7, Synergy_ZIP=-1.80, Synergy_Bliss=0.751, Synergy_Loewe=-7.42, Synergy_HSA=1.90. (4) Drug 1: CN(C)C1=NC(=NC(=N1)N(C)C)N(C)C. Drug 2: CC1CCC2CC(C(=CC=CC=CC(CC(C(=O)C(C(C(=CC(C(=O)CC(OC(=O)C3CCCCN3C(=O)C(=O)C1(O2)O)C(C)CC4CCC(C(C4)OC)OCCO)C)C)O)OC)C)C)C)OC. Cell line: IGROV1. Synergy scores: CSS=32.5, Synergy_ZIP=0.650, Synergy_Bliss=-0.0726, Synergy_Loewe=-17.3, Synergy_HSA=0.962. (5) Drug 1: C1=C(C(=O)NC(=O)N1)N(CCCl)CCCl. Drug 2: CN(C)C1=NC(=NC(=N1)N(C)C)N(C)C. Cell line: DU-145. Synergy scores: CSS=8.20, Synergy_ZIP=-9.07, Synergy_Bliss=-3.84, Synergy_Loewe=-23.3, Synergy_HSA=-7.07. (6) Drug 1: CCN(CC)CCNC(=O)C1=C(NC(=C1C)C=C2C3=C(C=CC(=C3)F)NC2=O)C. Drug 2: CS(=O)(=O)OCCCCOS(=O)(=O)C. Cell line: UO-31. Synergy scores: CSS=5.18, Synergy_ZIP=-4.07, Synergy_Bliss=-3.66, Synergy_Loewe=-0.904, Synergy_HSA=-0.910.